This data is from Full USPTO retrosynthesis dataset with 1.9M reactions from patents (1976-2016). The task is: Predict the reactants needed to synthesize the given product. (1) Given the product [CH3:8][O:7][C:5](=[O:6])[CH:4]([C:13]1[CH:18]=[CH:17][CH:16]=[C:15]([NH:19][C:20]2[CH:25]=[CH:24][CH:23]=[C:22]([N+:26]([O-:28])=[O:27])[CH:21]=2)[C:14]=1[N+:29]([O-:31])=[O:30])[C:3]([O:10][CH3:11])=[O:9], predict the reactants needed to synthesize it. The reactants are: [H-].[Na+].[C:3]([O:10][CH3:11])(=[O:9])[CH2:4][C:5]([O:7][CH3:8])=[O:6].F[C:13]1[C:14]([N+:29]([O-:31])=[O:30])=[C:15]([NH:19][C:20]2[CH:25]=[CH:24][CH:23]=[C:22]([N+:26]([O-:28])=[O:27])[CH:21]=2)[CH:16]=[CH:17][CH:18]=1.[NH4+].[Cl-]. (2) Given the product [CH2:1]([O:5][C:6]1[C:15]2[C:10](=[CH:11][CH:12]=[C:13]([C:16]([NH2:36])=[O:18])[CH:14]=2)[C:9](=[O:19])[N:8]([CH2:20][CH:21]2[CH2:23][CH2:22]2)[C:7]=1[CH2:24][NH:25][C:26]([O:28][C:29]([CH3:31])([CH3:32])[CH3:30])=[O:27])[CH2:2][CH2:3][CH3:4], predict the reactants needed to synthesize it. The reactants are: [CH2:1]([O:5][C:6]1[C:15]2[C:10](=[CH:11][CH:12]=[C:13]([C:16]([OH:18])=O)[CH:14]=2)[C:9](=[O:19])[N:8]([CH2:20][CH:21]2[CH2:23][CH2:22]2)[C:7]=1[CH2:24][NH:25][C:26]([O:28][C:29]([CH3:32])([CH3:31])[CH3:30])=[O:27])[CH2:2][CH2:3][CH3:4].Cl.C([N:36]=C=NCCCN(C)C)C.[NH4+].ON1C2C=CC=CC=2N=N1.O.